This data is from Full USPTO retrosynthesis dataset with 1.9M reactions from patents (1976-2016). The task is: Predict the reactants needed to synthesize the given product. (1) Given the product [CH2:1]([O:8][C:9]1[N:14]=[C:13]([C:15]([C:16]2[CH:17]=[C:18]([CH:21]=[C:22]([CH3:24])[CH:23]=2)[C:19]#[N:20])=[O:44])[C:12]([CH:27]([CH3:29])[CH3:28])=[C:11]([O:30][CH2:31][C:32]2[CH:33]=[CH:34][CH:35]=[CH:36][CH:37]=2)[N:10]=1)[C:2]1[CH:7]=[CH:6][CH:5]=[CH:4][CH:3]=1, predict the reactants needed to synthesize it. The reactants are: [CH2:1]([O:8][C:9]1[N:14]=[C:13]([CH:15](C#N)[C:16]2[CH:17]=[C:18]([CH:21]=[C:22]([CH3:24])[CH:23]=2)[C:19]#[N:20])[C:12]([CH:27]([CH3:29])[CH3:28])=[C:11]([O:30][CH2:31][C:32]2[CH:37]=[CH:36][CH:35]=[CH:34][CH:33]=2)[N:10]=1)[C:2]1[CH:7]=[CH:6][CH:5]=[CH:4][CH:3]=1.[H-].[Na+].CN(C=[O:44])C. (2) Given the product [C:1]([C:3]1[CH:8]=[CH:7][C:6]([CH:9]2[N:14]3[N:15]=[N:16][N:17]=[C:13]3[N:12]([C:18]3[CH:23]=[CH:22][CH:21]=[C:20]([C:24]([F:27])([F:26])[F:25])[CH:19]=3)[C:11]([CH3:28])=[C:10]2[C:29]#[N:31])=[CH:5][CH:4]=1)#[N:2], predict the reactants needed to synthesize it. The reactants are: [C:1]([C:3]1[CH:8]=[CH:7][C:6]([CH:9]2[N:14]3[N:15]=[N:16][N:17]=[C:13]3[N:12]([C:18]3[CH:23]=[CH:22][CH:21]=[C:20]([C:24]([F:27])([F:26])[F:25])[CH:19]=3)[C:11]([CH3:28])=[C:10]2[C:29]([NH2:31])=O)=[CH:5][CH:4]=1)#[N:2].[OH-].COC(NS([N+](CC)(CC)CC)(=O)=O)=O. (3) Given the product [Cl:24][C:25]1[CH:48]=[CH:47][CH:46]=[CH:45][C:26]=1[O:27][CH2:28][CH2:29][CH2:30][C:31]1[C:32]2[C@@H:33]3[CH2:44][CH2:43][NH:42][CH2:41][CH2:40][C@@H:34]3[NH:35][C:36]=2[CH:37]=[CH:38][CH:39]=1, predict the reactants needed to synthesize it. The reactants are: Cl.Cl.ClC1C=CC(C2C3C4CCNCCC4NC=3C=CC=2)=CC=1.[Cl:24][C:25]1[CH:48]=[CH:47][CH:46]=[CH:45][C:26]=1[O:27][CH2:28][CH2:29][CH2:30][C:31]1[C:32]2[C:33]3[CH2:44][CH2:43][NH:42][CH2:41][CH2:40][C:34]=3[NH:35][C:36]=2[CH:37]=[CH:38][CH:39]=1. (4) Given the product [Cl:1][C:2]1[CH:3]=[C:4]([C:54]2[CH:55]=[C:56]3[C:51](=[CH:52][CH:53]=2)[O:50][C@@H:49]([CH2:48][NH:40][CH2:39][C@@H:38]([C:60]2[CH:61]=[N:62][CH:63]=[CH:64][CH:65]=2)[OH:37])[CH2:58][CH2:57]3)[CH:5]=[CH:6][C:7]=1[Cl:8], predict the reactants needed to synthesize it. The reactants are: [Cl:1][C:2]1[CH:3]=[C:4](B(O)O)[CH:5]=[CH:6][C:7]=1[Cl:8].C1(P(C2C=CC=CC=2)C2C=CC=CC=2)C=CC=CC=1.C(=O)([O-])[O-].[Na+].[Na+].[OH:37][C@H:38]([C:60]1[CH:61]=[N:62][CH:63]=[CH:64][CH:65]=1)[CH2:39][N:40]([CH2:48][C@H:49]1[CH2:58][CH2:57][C:56]2[C:51](=[CH:52][CH:53]=[C:54](I)[CH:55]=2)[O:50]1)C(=O)OC(C)(C)C.